Predict the product of the given reaction. From a dataset of Forward reaction prediction with 1.9M reactions from USPTO patents (1976-2016). (1) Given the reactants [N:1]1[C:6]2[NH:7][C:8]3[CH:16]=[N:15][CH:14]=[CH:13][C:9]=3[CH2:10][C:11](=[O:12])[C:5]=2[CH:4]=[CH:3][CH:2]=1.CO[CH:19](OC)[N:20]([CH3:22])[CH3:21], predict the reaction product. The product is: [CH3:19][N:20](/[CH:22]=[C:10]1/[C:11](=[O:12])[C:5]2[CH:4]=[CH:3][CH:2]=[N:1][C:6]=2[NH:7][C:8]2[CH:16]=[N:15][CH:14]=[CH:13][C:9]/1=2)[CH3:21]. (2) Given the reactants [CH2:1]([O:8][C:9]([NH:11][C:12]1[CH:23]=[CH:22][C:15]([CH2:16]OS(C)(=O)=O)=[CH:14][CH:13]=1)=[O:10])[C:2]1[CH:7]=[CH:6][CH:5]=[CH:4][CH:3]=1.[C:24]([O:28][C:29](=[O:37])[NH:30][CH:31]1[CH2:36][CH2:35][NH:34][CH2:33][CH2:32]1)([CH3:27])([CH3:26])[CH3:25].C(=O)(O)[O-].[K+], predict the reaction product. The product is: [C:24]([O:28][C:29](=[O:37])[NH:30][CH:31]1[CH2:36][CH2:35][N:34]([CH2:16][C:15]2[CH:22]=[CH:23][C:12]([NH:11][C:9]([O:8][CH2:1][C:2]3[CH:7]=[CH:6][CH:5]=[CH:4][CH:3]=3)=[O:10])=[CH:13][CH:14]=2)[CH2:33][CH2:32]1)([CH3:27])([CH3:25])[CH3:26]. (3) Given the reactants [C:1]([O:4][C:5]1[C:10](I)=[CH:9][C:8]([Br:12])=[C:7]([Cl:13])[N:6]=1)(=[O:3])[CH3:2].[C:14]([C:16]1[CH:21]=[CH:20][C:19]([F:22])=[CH:18][CH:17]=1)#[CH:15], predict the reaction product. The product is: [C:1]([O:4][C:5]1[C:10]([C:15]#[C:14][C:16]2[CH:21]=[CH:20][C:19]([F:22])=[CH:18][CH:17]=2)=[CH:9][C:8]([Br:12])=[C:7]([Cl:13])[N:6]=1)(=[O:3])[CH3:2]. (4) The product is: [F:16][C:17]([F:24])([F:23])[C:18]([CH:4]1[C:3](=[O:7])[CH2:2][CH:1]2[CH:5]1[CH2:6]2)=[O:19]. Given the reactants [CH:1]12[CH2:6][CH:5]1[CH2:4][C:3](=[O:7])[CH2:2]2.[Li+].CC([N-]C(C)C)C.[F:16][C:17]([F:24])([F:23])[C:18](OCC)=[O:19], predict the reaction product. (5) Given the reactants C[Si]([N:5]=[C:6]=[O:7])(C)C.[CH3:8][C:9]1([CH3:22])[C:13]([CH3:15])([CH3:14])[O:12][B:11]([C:16]2[CH2:17][CH2:18][NH:19][CH2:20][CH:21]=2)[O:10]1.CCN(C(C)C)C(C)C.C([O-])(O)=O.[Na+], predict the reaction product. The product is: [CH3:15][C:13]1([CH3:14])[C:9]([CH3:22])([CH3:8])[O:10][B:11]([C:16]2[CH2:17][CH2:18][N:19]([C:6]([NH2:5])=[O:7])[CH2:20][CH:21]=2)[O:12]1. (6) Given the reactants [Br:1][C:2]1[CH:22]=[CH:21][C:5]([CH2:6][C:7]2[C:8](=[O:20])[NH:9][C:10]3[C:15]([C:16]=2[CH3:17])=[C:14]([OH:18])[CH:13]=[CH:12][C:11]=3[F:19])=[CH:4][CH:3]=1.[C:23]([O:27][C:28](=[O:31])[CH2:29]Br)([CH3:26])([CH3:25])[CH3:24], predict the reaction product. The product is: [C:23]([O:27][C:28](=[O:31])[CH2:29][O:18][C:14]1[CH:13]=[CH:12][C:11]([F:19])=[C:10]2[C:15]=1[C:16]([CH3:17])=[C:7]([CH2:6][C:5]1[CH:4]=[CH:3][C:2]([Br:1])=[CH:22][CH:21]=1)[C:8](=[O:20])[NH:9]2)([CH3:26])([CH3:25])[CH3:24]. (7) Given the reactants Br[C:2]1[CH:3]=[CH:4][CH:5]=[C:6]2[C:10]=1[NH:9][C:8]([C:11]([O:13][CH2:14][CH3:15])=[O:12])=[C:7]2[CH2:16][CH2:17][CH2:18][O:19][C:20]1[CH:25]=[C:24]([CH3:26])[C:23]([Cl:27])=[C:22]([CH3:28])[CH:21]=1.[B:29]1([B:29]2[O:33][C:32]([CH3:35])([CH3:34])[C:31]([CH3:37])([CH3:36])[O:30]2)[O:33][C:32]([CH3:35])([CH3:34])[C:31]([CH3:37])([CH3:36])[O:30]1.C([O-])(=O)C.[K+], predict the reaction product. The product is: [Cl:27][C:23]1[C:24]([CH3:26])=[CH:25][C:20]([O:19][CH2:18][CH2:17][CH2:16][C:7]2[C:6]3[C:10](=[C:2]([B:29]4[O:33][C:32]([CH3:35])([CH3:34])[C:31]([CH3:37])([CH3:36])[O:30]4)[CH:3]=[CH:4][CH:5]=3)[NH:9][C:8]=2[C:11]([O:13][CH2:14][CH3:15])=[O:12])=[CH:21][C:22]=1[CH3:28]. (8) Given the reactants [CH3:1][C:2]1[CH:7]=[CH:6][C:5]2[O:8][CH2:9][C:10]([CH2:12][O:13][C:4]=2[CH:3]=1)=[O:11].[S:14]1[CH:18]=[CH:17][CH:16]=[C:15]1[CH:19]=O, predict the reaction product. The product is: [CH3:1][C:2]1[CH:7]=[CH:6][C:5]2[O:8]/[C:9](=[CH:19]\[C:15]3[S:14][CH:18]=[CH:17][CH:16]=3)/[C:10](=[O:11])/[C:12](=[CH:19]/[C:15]3[S:14][CH:18]=[CH:17][CH:16]=3)/[O:13][C:4]=2[CH:3]=1.